From a dataset of Forward reaction prediction with 1.9M reactions from USPTO patents (1976-2016). Predict the product of the given reaction. (1) Given the reactants [NH:1]1[CH:5]=[CH:4][N:3]=[C:2]1[CH2:6][NH:7][CH2:8][C:9]1[CH:10]=[C:11]2[C:15](=[CH:16][CH:17]=1)[CH2:14][N:13]([CH2:18][CH2:19][CH2:20][CH2:21][N:22]([CH2:26][CH2:27][CH3:28])[CH2:23][CH2:24][CH3:25])[CH2:12]2.[CH3:29][N:30]1[CH:34]=[CH:33][N:32]=[C:31]1[CH:35]=O.C([BH3-])#N.[Na+].C(=O)([O-])O.[Na+], predict the reaction product. The product is: [NH:1]1[CH:5]=[CH:4][N:3]=[C:2]1[CH2:6][N:7]([CH2:8][C:9]1[CH:10]=[C:11]2[C:15](=[CH:16][CH:17]=1)[CH2:14][N:13]([CH2:18][CH2:19][CH2:20][CH2:21][N:22]([CH2:23][CH2:24][CH3:25])[CH2:26][CH2:27][CH3:28])[CH2:12]2)[CH2:35][C:31]1[N:30]([CH3:29])[CH:34]=[CH:33][N:32]=1. (2) Given the reactants [F:1][CH:2]([F:12])[O:3][C:4]1[CH:11]=[CH:10][CH:9]=[CH:8][C:5]=1[CH2:6][SH:7].[CH2:13]([S:20][CH2:21][C:22](=[CH2:26])[C:23]([OH:25])=[O:24])[C:14]1[CH:19]=[CH:18][CH:17]=[CH:16][CH:15]=1, predict the reaction product. The product is: [CH2:13]([S:20][CH2:21][CH:22]([CH2:26][S:7][CH2:6][C:5]1[CH:8]=[CH:9][CH:10]=[CH:11][C:4]=1[O:3][CH:2]([F:12])[F:1])[C:23]([OH:25])=[O:24])[C:14]1[CH:19]=[CH:18][CH:17]=[CH:16][CH:15]=1. (3) Given the reactants [NH2:1][C:2]1[C:7]2[CH:8]=[C:9]([C:11]3[CH2:15][CH2:14][CH2:13][CH:12]=3)[S:10][C:6]=2[C:5]([C:16]([NH2:18])=[O:17])=[CH:4][N:3]=1, predict the reaction product. The product is: [NH2:1][C:2]1[C:7]2[CH:8]=[C:9]([CH:11]3[CH2:15][CH2:14][CH2:13][CH2:12]3)[S:10][C:6]=2[C:5]([C:16]([NH2:18])=[O:17])=[CH:4][N:3]=1. (4) Given the reactants [CH3:1][S:2]([CH3:5])(=[NH:4])=[O:3].CC([O-])(C)C.[K+].O1CCOCC1.[Br:18][C:19]1[CH:24]=[CH:23][N:22]=[C:21]([CH2:25]Br)[CH:20]=1, predict the reaction product. The product is: [Br:18][C:19]1[CH:24]=[CH:23][N:22]=[C:21]([CH2:25][N:4]=[S:2]([CH3:5])([CH3:1])=[O:3])[CH:20]=1. (5) Given the reactants [C:1]([N:4]1[CH2:9][CH2:8][CH:7]([N:10]2[CH:14]([CH3:15])[C:13]3[CH:16]=[C:17]([C:20]4[C:28]5[C:23](=[CH:24][C:25]([F:29])=[CH:26][CH:27]=5)[N:22](C(OC(C)(C)C)=O)[CH:21]=4)[CH:18]=[CH:19][C:12]=3[S:11]2(=[O:38])=[O:37])[CH2:6][CH2:5]1)(=[O:3])[CH3:2].Cl.C([O-])(O)=O.[Na+], predict the reaction product. The product is: [F:29][C:25]1[CH:24]=[C:23]2[C:28]([C:20]([C:17]3[CH:18]=[CH:19][C:12]4[S:11](=[O:38])(=[O:37])[N:10]([CH:7]5[CH2:8][CH2:9][N:4]([C:1](=[O:3])[CH3:2])[CH2:5][CH2:6]5)[CH:14]([CH3:15])[C:13]=4[CH:16]=3)=[CH:21][NH:22]2)=[CH:27][CH:26]=1.